From a dataset of CYP2D6 inhibition data for predicting drug metabolism from PubChem BioAssay. Regression/Classification. Given a drug SMILES string, predict its absorption, distribution, metabolism, or excretion properties. Task type varies by dataset: regression for continuous measurements (e.g., permeability, clearance, half-life) or binary classification for categorical outcomes (e.g., BBB penetration, CYP inhibition). Dataset: cyp2d6_veith. The compound is Cc1cccc(Nc2ccccc2C(=O)OCC(=O)N(C)C2CCS(=O)(=O)C2)c1C. The result is 0 (non-inhibitor).